Dataset: Full USPTO retrosynthesis dataset with 1.9M reactions from patents (1976-2016). Task: Predict the reactants needed to synthesize the given product. (1) Given the product [NH2:32][C:33]1[S:34][CH:35]=[C:36]([CH2:38][C:39]([N:4]2[C:5]3[CH:10]=[CH:9][C:8]([NH:11][C:12]([C:14]4[C:15]([C:20]5[CH:25]=[CH:24][C:23]([C:26]([F:27])([F:29])[F:28])=[CH:22][CH:21]=5)=[CH:16][CH:17]=[CH:18][CH:19]=4)=[O:13])=[CH:7][C:6]=3[O:1][CH2:2][CH2:3]2)=[O:40])[N:37]=1, predict the reactants needed to synthesize it. The reactants are: [O:1]1[C:6]2[CH:7]=[C:8]([NH:11][C:12]([C:14]3[C:15]([C:20]4[CH:25]=[CH:24][C:23]([C:26]([F:29])([F:28])[F:27])=[CH:22][CH:21]=4)=[CH:16][CH:17]=[CH:18][CH:19]=3)=[O:13])[CH:9]=[CH:10][C:5]=2[NH:4][CH2:3][CH2:2]1.C([NH:32][C:33]1[S:34][CH:35]=[C:36]([CH2:38][C:39](O)=[O:40])[N:37]=1)=O.O.ON1C2C=CC=CC=2N=N1.Cl.CN(C)CCCN=C=NCC. (2) Given the product [Cl:1][C:2]1[CH:10]=[C:9]2[C:5]([C:6]([C:11]([C:13]3[C:14]([NH:31][CH2:32][C:33]4[CH:38]=[CH:37][N:36]=[CH:35][CH:34]=4)=[N:15][CH:16]=[CH:17][CH:18]=3)=[O:12])=[CH:7][NH:8]2)=[CH:4][CH:3]=1, predict the reactants needed to synthesize it. The reactants are: [Cl:1][C:2]1[CH:10]=[C:9]2[C:5]([C:6]([C:11]([C:13]3[C:14](NC4CCCC4)=[N:15][CH:16]=[CH:17][CH:18]=3)=[O:12])=[CH:7][NH:8]2)=[CH:4][CH:3]=1.C1(N)CCCC1.[NH2:31][CH2:32][C:33]1[CH:38]=[CH:37][N:36]=[CH:35][CH:34]=1. (3) Given the product [C:1]([O:5][C:6]([NH:8][C:9]1[CH:10]=[N:11][CH:12]=[CH:13][C:14]=1[CH3:15])=[O:7])([CH3:4])([CH3:2])[CH3:3], predict the reactants needed to synthesize it. The reactants are: [C:1]([O:5][C:6]([NH:8][C:9]1[CH:10]=[N:11][CH:12]=[CH:13][CH:14]=1)=[O:7])([CH3:4])([CH3:3])[CH3:2].[CH2:15]([Li])CCC.CI.O. (4) Given the product [ClH:12].[C:3]([CH:2]([N:26]1[CH2:25][CH2:24][N:23]([C:21](=[O:22])[CH2:20][C:15]2[CH:16]=[CH:17][CH:18]=[CH:19][C:14]=2[OH:13])[CH2:28][CH2:27]1)[CH3:11])(=[O:4])[C:5]1[CH:10]=[CH:9][CH:8]=[CH:7][CH:6]=1, predict the reactants needed to synthesize it. The reactants are: Br[CH:2]([CH3:11])[C:3]([C:5]1[CH:10]=[CH:9][CH:8]=[CH:7][CH:6]=1)=[O:4].[ClH:12].[OH:13][C:14]1[CH:19]=[CH:18][CH:17]=[CH:16][C:15]=1[CH2:20][C:21]([N:23]1[CH2:28][CH2:27][NH:26][CH2:25][CH2:24]1)=[O:22].C([O-])([O-])=O.[K+].[K+]. (5) Given the product [Br:35][C:36]1[CH:37]=[C:38]2[C:42](=[CH:43][CH:44]=1)[NH:41][CH:40]=[C:39]2[CH2:45][C:46]([NH:8][C@H:9]([C:19]1[C:24]([C:25]2[CH:26]=[CH:27][C:28]([F:34])=[C:29]([CH:33]=2)[C:30]([NH2:32])=[O:31])=[CH:23][CH:22]=[CH:21][N:20]=1)[CH2:10][C:11]1[CH:12]=[C:13]([F:18])[CH:14]=[C:15]([F:17])[CH:16]=1)=[O:47], predict the reactants needed to synthesize it. The reactants are: FC(F)(F)C(O)=O.[NH2:8][C@H:9]([C:19]1[C:24]([C:25]2[CH:26]=[CH:27][C:28]([F:34])=[C:29]([CH:33]=2)[C:30]([NH2:32])=[O:31])=[CH:23][CH:22]=[CH:21][N:20]=1)[CH2:10][C:11]1[CH:16]=[C:15]([F:17])[CH:14]=[C:13]([F:18])[CH:12]=1.[Br:35][C:36]1[CH:37]=[C:38]2[C:42](=[CH:43][CH:44]=1)[NH:41][CH:40]=[C:39]2[CH2:45][C:46](O)=[O:47]. (6) Given the product [F:18][C:2]1([F:1])[CH2:7][O:6][C:5]([NH2:8])=[N:4][C@:3]1([CH2:16][F:17])[C:9]1[CH:14]=[C:13]([N+:24]([O-:26])=[O:25])[CH:12]=[CH:11][C:10]=1[F:15], predict the reactants needed to synthesize it. The reactants are: [F:1][C:2]1([F:18])[CH2:7][O:6][C:5]([NH2:8])=[N:4][C@:3]1([CH2:16][F:17])[C:9]1[CH:14]=[CH:13][CH:12]=[CH:11][C:10]=1[F:15].S(=O)(=O)(O)O.[N+:24]([O-])([OH:26])=[O:25].[OH-].[Na+]. (7) Given the product [N:1]1[C:2]2[S:3][CH:4]=[CH:5][C:6]=2[C:7](=[O:9])[NH:14][CH:12]=1, predict the reactants needed to synthesize it. The reactants are: [NH2:1][C:2]1[S:3][CH:4]=[CH:5][C:6]=1[C:7]([O:9]C)=O.O.[CH:12]([NH2:14])=O. (8) Given the product [Cl:47][C:44]1[CH:45]=[CH:46][C:41]([C:39]2[C:38]3[CH:48]=[C:49]([O:52][CH3:53])[CH:50]=[CH:51][C:37]=3[N:36]3[C:54]([CH3:57])=[N:55][N:56]=[C:35]3[C@H:34]([CH2:33][C:32]([NH:31][CH2:30][CH2:29][NH:28][C:4](=[O:6])[C:3]3[CH:7]=[CH:8][CH:9]=[C:10]([OH:11])[C:2]=3[OH:1])=[O:58])[N:40]=2)=[CH:42][CH:43]=1, predict the reactants needed to synthesize it. The reactants are: [OH:1][C:2]1[C:10]([OH:11])=[CH:9][CH:8]=[CH:7][C:3]=1[C:4]([OH:6])=O.[Si](Cl)(C)(C)C.CCN=C=NCCCN(C)C.[NH2:28][CH2:29][CH2:30][NH:31][C:32](=[O:58])[CH2:33][C@@H:34]1[N:40]=[C:39]([C:41]2[CH:46]=[CH:45][C:44]([Cl:47])=[CH:43][CH:42]=2)[C:38]2[CH:48]=[C:49]([O:52][CH3:53])[CH:50]=[CH:51][C:37]=2[N:36]2[C:54]([CH3:57])=[N:55][N:56]=[C:35]12. (9) Given the product [CH:2]1([C:11]2([OH:21])[C:12]3[CH:20]=[CH:19][CH:18]=[CH:17][C:13]=3[CH2:14][CH2:15][C:16]3[CH:6]=[CH:7][CH:8]=[CH:9][C:10]2=3)[CH2:4][CH2:3]1, predict the reactants needed to synthesize it. The reactants are: [Mg].[CH:2]1(Br)[CH2:4][CH2:3]1.[CH:6]1[C:16]2[CH2:15][CH2:14][C:13]3[CH:17]=[CH:18][CH:19]=[CH:20][C:12]=3[C:11](=[O:21])[C:10]=2[CH:9]=[CH:8][CH:7]=1.[Cl-].[NH4+].O. (10) Given the product [Cl:1][C:2]1[CH:3]=[CH:4][C:5]2[N:6]([CH:8]=[C:9]([NH:11][C:12](=[O:28])[CH2:13][CH2:14][CH:15]3[CH2:20][CH2:19][CH2:18][CH2:17][NH:16]3)[N:10]=2)[N:7]=1, predict the reactants needed to synthesize it. The reactants are: [Cl:1][C:2]1[CH:3]=[CH:4][C:5]2[N:6]([CH:8]=[C:9]([NH:11][C:12](=[O:28])[CH2:13][CH2:14][CH:15]3[CH2:20][CH2:19][CH2:18][CH2:17][N:16]3C(OC(C)(C)C)=O)[N:10]=2)[N:7]=1.C(O)(C(F)(F)F)=O.C(Cl)Cl.